Dataset: Full USPTO retrosynthesis dataset with 1.9M reactions from patents (1976-2016). Task: Predict the reactants needed to synthesize the given product. (1) Given the product [CH2:19]([O:18][C:7]1[CH:6]=[C:5]([CH2:4][C:3]([OH:23])=[O:2])[CH:10]=[C:9]([O:11][C:12]2[CH:17]=[CH:16][CH:15]=[CH:14][CH:13]=2)[CH:8]=1)[CH2:20][CH2:21][CH3:22], predict the reactants needed to synthesize it. The reactants are: C[O:2][C:3](=[O:23])[CH2:4][C:5]1[CH:10]=[C:9]([O:11][C:12]2[CH:17]=[CH:16][CH:15]=[CH:14][CH:13]=2)[CH:8]=[C:7]([O:18][CH2:19][CH2:20][CH2:21][CH3:22])[CH:6]=1.O1CCCC1.C(OCC)(=O)C.Cl. (2) Given the product [NH:22]1[C:23]2[CH:24]=[CH:25][CH:26]=[CH:27][C:32]=2[N:31]=[C:37]1[CH2:36][N:22]([CH:23]1[C:32]2[N:31]=[CH:30][CH:29]=[CH:28][C:27]=2[CH2:26][CH2:25][CH2:24]1)[CH2:21][CH2:20][CH2:19][CH2:18][NH2:17], predict the reactants needed to synthesize it. The reactants are: C[Si](C)(C)CCOCN1C2C=CC=CC=2N=C1C[NH:17][CH2:18][CH2:19][CH2:20][CH2:21][NH:22][CH:23]1[C:32]2[N:31]=[CH:30][CH:29]=[CH:28][C:27]=2[CH2:26][CH2:25][CH2:24]1.F[C:36](F)(F)[C:37](O)=O. (3) Given the product [C:1]([NH:9][CH2:10][C@H:11]1[NH:16][CH2:15][CH2:14][N:13]([C:24]([O:26][C:27]([CH3:30])([CH3:29])[CH3:28])=[O:25])[CH2:12]1)(=[O:8])[C:2]1[CH:3]=[CH:4][CH:5]=[CH:6][CH:7]=1, predict the reactants needed to synthesize it. The reactants are: [C:1]([NH:9][CH2:10][C@H:11]1[N:16](CC2C=CC=CC=2)[CH2:15][CH2:14][N:13]([C:24]([O:26][C:27]([CH3:30])([CH3:29])[CH3:28])=[O:25])[CH2:12]1)(=[O:8])[C:2]1[CH:7]=[CH:6][CH:5]=[CH:4][CH:3]=1.[H][H]. (4) Given the product [F:5][C:6]1[CH:11]=[CH:10][C:9]([C:12]2[N:1]=[N:2][NH:3][CH:13]=2)=[CH:8][CH:7]=1, predict the reactants needed to synthesize it. The reactants are: [N-:1]=[N+:2]=[N-:3].[Na+].[F:5][C:6]1[CH:11]=[CH:10][C:9](/[CH:12]=[CH:13]/[N+]([O-])=O)=[CH:8][CH:7]=1. (5) Given the product [NH:13]1[C:14]2[CH:19]=[CH:18][CH:17]=[CH:16][C:15]=2[N:11]=[C:12]1[C@H:8]([NH:9][C:10]([NH:31][CH2:30][CH2:29][C:24]1[CH:25]=[N:26][CH:27]=[CH:28][N:23]=1)=[O:20])[CH2:7][C:6]1[CH:5]=[CH:4][C:3]([O:2][CH3:1])=[CH:22][CH:21]=1, predict the reactants needed to synthesize it. The reactants are: [CH3:1][O:2][C:3]1[CH:22]=[CH:21][C:6]([CH2:7][C@@H:8]2[C:12]3=[N:13][C:14]4[CH:19]=[CH:18][CH:17]=[CH:16][C:15]=4[N:11]3[C:10](=[O:20])[NH:9]2)=[CH:5][CH:4]=1.[N:23]1[CH:28]=[CH:27][N:26]=[CH:25][C:24]=1[CH2:29][CH2:30][NH2:31].C(O)(C(F)(F)F)=O. (6) Given the product [Cl:25][C:26]1[CH:27]=[C:28]([CH:32]=[CH:33][CH:34]=1)[C:29]([NH:1][C:2]1[C:3]([N:9]2[CH2:10][CH2:11][N:12]([C:15](=[O:24])[CH2:16][N:17]3[C:21]([CH3:22])=[CH:20][C:19]([CH3:23])=[N:18]3)[CH2:13][CH2:14]2)=[N:4][CH:5]=[C:6]([Cl:8])[CH:7]=1)=[O:30], predict the reactants needed to synthesize it. The reactants are: [NH2:1][C:2]1[C:3]([N:9]2[CH2:14][CH2:13][N:12]([C:15](=[O:24])[CH2:16][N:17]3[C:21]([CH3:22])=[CH:20][C:19]([CH3:23])=[N:18]3)[CH2:11][CH2:10]2)=[N:4][CH:5]=[C:6]([Cl:8])[CH:7]=1.[Cl:25][C:26]1[CH:27]=[C:28]([CH:32]=[CH:33][CH:34]=1)[C:29](Cl)=[O:30].C(N(CC)C(C)C)(C)C.